Dataset: Full USPTO retrosynthesis dataset with 1.9M reactions from patents (1976-2016). Task: Predict the reactants needed to synthesize the given product. (1) The reactants are: [C:1]([O:5][C:6](=[O:23])[NH:7][C@H:8]1[C@H:13]([O:14][Si:15]([C:18]([CH3:21])([CH3:20])[CH3:19])([CH3:17])[CH3:16])[C@@H:12]([CH3:22])[CH2:11][NH:10][CH2:9]1)([CH3:4])([CH3:3])[CH3:2].[CH2:24]([O:31][C:32](ON1C(=O)CCC1=O)=[O:33])[C:25]1[CH:30]=[CH:29][CH:28]=[CH:27][CH:26]=1. Given the product [CH2:24]([O:31][C:32]([N:10]1[CH2:11][C@H:12]([CH3:22])[C@@H:13]([O:14][Si:15]([C:18]([CH3:21])([CH3:20])[CH3:19])([CH3:16])[CH3:17])[C@H:8]([NH:7][C:6]([O:5][C:1]([CH3:4])([CH3:2])[CH3:3])=[O:23])[CH2:9]1)=[O:33])[C:25]1[CH:30]=[CH:29][CH:28]=[CH:27][CH:26]=1, predict the reactants needed to synthesize it. (2) Given the product [C:15]([O:14][C:12](=[O:13])[CH2:11][N:8]1[C:9]2[C:5](=[CH:4][CH:3]=[C:2]([P:24]([O:28][CH2:29][CH3:30])([O:25][CH2:26][CH3:27])=[O:31])[CH:10]=2)[C:6]([C:19]([O:21][CH2:22][CH3:23])=[O:20])=[N:7]1)([CH3:18])([CH3:17])[CH3:16], predict the reactants needed to synthesize it. The reactants are: Br[C:2]1[CH:10]=[C:9]2[C:5]([C:6]([C:19]([O:21][CH2:22][CH3:23])=[O:20])=[N:7][N:8]2[CH2:11][C:12]([O:14][C:15]([CH3:18])([CH3:17])[CH3:16])=[O:13])=[CH:4][CH:3]=1.[P:24]([O-:31])([O:28][CH2:29][CH3:30])[O:25][CH2:26][CH3:27].C(N(CC)CC)C.